Dataset: Full USPTO retrosynthesis dataset with 1.9M reactions from patents (1976-2016). Task: Predict the reactants needed to synthesize the given product. (1) Given the product [CH3:17][S:18]([C:2]1[CH:7]=[C:6]([C@@H:8]([NH:10][S:11]([C:13]([CH3:16])([CH3:15])[CH3:14])=[O:12])[CH3:9])[CH:5]=[CH:4][N:3]=1)(=[O:20])=[O:19], predict the reactants needed to synthesize it. The reactants are: Br[C:2]1[CH:7]=[C:6]([C@@H:8]([NH:10][S:11]([C:13]([CH3:16])([CH3:15])[CH3:14])=[O:12])[CH3:9])[CH:5]=[CH:4][N:3]=1.[CH3:17][S:18]([O-:20])=[O:19].[Na+]. (2) The reactants are: [CH2:1]([C:5]1[N:6]([CH2:19][CH2:20][O:21][CH2:22][CH2:23][NH:24][C:25](=[O:31])[O:26][C:27]([CH3:30])([CH3:29])[CH3:28])[C:7]2[C:16]3[CH:15]=[CH:14][CH:13]=[CH:12][C:11]=3[N+:10]([O-])=[CH:9][C:8]=2[N:18]=1)[CH2:2][CH2:3][CH3:4].[NH4+:32].[OH-].C1(C)C=CC(S(Cl)(=O)=O)=CC=1.C(Cl)Cl. Given the product [NH2:32][C:9]1[C:8]2[N:18]=[C:5]([CH2:1][CH2:2][CH2:3][CH3:4])[N:6]([CH2:19][CH2:20][O:21][CH2:22][CH2:23][NH:24][C:25](=[O:31])[O:26][C:27]([CH3:30])([CH3:29])[CH3:28])[C:7]=2[C:16]2[CH:15]=[CH:14][CH:13]=[CH:12][C:11]=2[N:10]=1, predict the reactants needed to synthesize it. (3) Given the product [F:22][C:23]1[CH:31]=[C:30]2[C:26]([C:27]([C:41]3[CH:42]=[N:43][C:44]([N:47]4[CH2:52][CH2:51][NH:50][CH2:49][CH2:48]4)=[CH:45][CH:46]=3)=[CH:28][NH:29]2)=[CH:25][CH:24]=1, predict the reactants needed to synthesize it. The reactants are: FC1C=C2C(C(C3C=CC(NCCCN)=NC=3)=CN2)=CC=1.[F:22][C:23]1[CH:31]=[C:30]2[C:26]([C:27]([C:41]3[CH:42]=[N:43][C:44]([N:47]4[CH2:52][CH2:51][NH:50][CH2:49][CH2:48]4)=[CH:45][CH:46]=3)=[CH:28][N:29]2S(C2C=CC=CC=2)(=O)=O)=[CH:25][CH:24]=1. (4) Given the product [Cl:8][C:9]1[CH:10]=[C:11]([C:19]2[O:23][N:22]=[C:21]([C:24]3[C:25]([CH3:34])=[C:26]4[C:31](=[CH:32][CH:33]=3)[CH2:30][N:29]([CH2:48][CH2:47][C:46]([O:50][CH2:51][CH3:52])=[O:49])[CH2:28][CH2:27]4)[N:20]=2)[CH:12]=[CH:13][C:14]=1[O:15][CH:16]([CH3:18])[CH3:17], predict the reactants needed to synthesize it. The reactants are: FC(F)(F)C(O)=O.[Cl:8][C:9]1[CH:10]=[C:11]([C:19]2[O:23][N:22]=[C:21]([C:24]3[C:25]([CH3:34])=[C:26]4[C:31](=[CH:32][CH:33]=3)[CH2:30][NH:29][CH2:28][CH2:27]4)[N:20]=2)[CH:12]=[CH:13][C:14]=1[O:15][CH:16]([CH3:18])[CH3:17].N12CCCN=C1CCCCC2.[C:46]([O:50][CH2:51][CH3:52])(=[O:49])[CH:47]=[CH2:48].